This data is from Forward reaction prediction with 1.9M reactions from USPTO patents (1976-2016). The task is: Predict the product of the given reaction. (1) Given the reactants [N:1]([CH2:4][C@H:5]1[O:9][C:8](=[O:10])[N:7]([C:11]2[CH:12]=[C:13]3[C:18](=[CH:19][CH:20]=2)[CH2:17][N:16]([CH3:21])[CH2:15][CH2:14]3)[CH2:6]1)=[N+]=[N-].[H][H], predict the reaction product. The product is: [NH2:1][CH2:4][C@@H:5]1[O:9][C:8](=[O:10])[N:7]([C:11]2[CH:12]=[C:13]3[C:18](=[CH:19][CH:20]=2)[CH2:17][N:16]([CH3:21])[CH2:15][CH2:14]3)[CH2:6]1. (2) Given the reactants [Br:1]Br.[F:3][C:4]1[CH:9]=[CH:8][C:7]([Se:10][Se:10][C:7]2[CH:8]=[CH:9][C:4]([F:3])=[C:5]([CH3:20])[CH:6]=2)=[CH:6][C:5]=1[CH3:20], predict the reaction product. The product is: [F:3][C:4]1[CH:9]=[CH:8][C:7]([Se:10][Br:1])=[CH:6][C:5]=1[CH3:20]. (3) Given the reactants Br[CH2:2][CH2:3][CH2:4][CH2:5][N:6]1[C:10](=[O:11])[C:9]2=[CH:12][CH:13]=[CH:14][CH:15]=[C:8]2[C:7]1=[O:16].[I-].[Na+].C([O-])([O-])=O.[K+].[K+].[C:25]([N:32]1[CH2:37][CH2:36][NH:35][CH2:34][CH2:33]1)([O:27][C:28]([CH3:31])([CH3:30])[CH3:29])=[O:26], predict the reaction product. The product is: [O:16]=[C:7]1[C:8]2[C:9](=[CH:12][CH:13]=[CH:14][CH:15]=2)[C:10](=[O:11])[N:6]1[CH2:5][CH2:4][CH2:3][CH2:2][N:35]1[CH2:34][CH2:33][N:32]([C:25]([O:27][C:28]([CH3:31])([CH3:30])[CH3:29])=[O:26])[CH2:37][CH2:36]1. (4) The product is: [NH2:17][C@@H:12]1[C@H:11]([NH:10][C:7]2[N:8]=[N:9][C:4]([C:1]([NH2:2])=[O:3])=[C:5]([NH:25][C:26]3[CH:31]=[CH:30][CH:29]=[C:28]([O:32][CH:33]([CH3:35])[CH3:34])[N:27]=3)[CH:6]=2)[CH2:16][CH2:15][O:14][CH2:13]1. Given the reactants [C:1]([C:4]1[N:9]=[N:8][C:7]([NH:10][C@@H:11]2[CH2:16][CH2:15][O:14][CH2:13][C@@H:12]2[NH:17]C(=O)OC(C)(C)C)=[CH:6][C:5]=1[NH:25][C:26]1[CH:31]=[CH:30][CH:29]=[C:28]([O:32][CH:33]([CH3:35])[CH3:34])[N:27]=1)(=[O:3])[NH2:2].FC(F)(F)C(O)=O, predict the reaction product. (5) Given the reactants [C:1]([O:5][C:6]([N:8]1[C@@:12]([CH3:16])([C:13]([OH:15])=O)[CH2:11][O:10][C:9]1([CH3:18])[CH3:17])=[O:7])([CH3:4])([CH3:3])[CH3:2].CN(C(ON1N=NC2C=CC=NC1=2)=[N+](C)C)C.F[P-](F)(F)(F)(F)F.CCN(C(C)C)C(C)C.[CH2:52]([S:60][C:61]1[CH:70]=[CH:69][C:64]([C:65]([NH:67][NH2:68])=[O:66])=[CH:63][C:62]=1[C:71]([F:74])([F:73])[F:72])[CH2:53][CH2:54][CH2:55][CH2:56][CH2:57][CH2:58][CH3:59].C([O-])(O)=O.[Na+], predict the reaction product. The product is: [CH3:17][C:9]1([CH3:18])[N:8]([C:6]([O:5][C:1]([CH3:2])([CH3:3])[CH3:4])=[O:7])[C@@:12]([CH3:16])([C:13]([NH:68][NH:67][C:65](=[O:66])[C:64]2[CH:69]=[CH:70][C:61]([S:60][CH2:52][CH2:53][CH2:54][CH2:55][CH2:56][CH2:57][CH2:58][CH3:59])=[C:62]([C:71]([F:72])([F:73])[F:74])[CH:63]=2)=[O:15])[CH2:11][O:10]1. (6) Given the reactants [NH2:1][C:2]1[N:7]=[C:6]([C:8]2[CH:13]=[CH:12][CH:11]=[C:10]([F:14])[CH:9]=2)[C:5]([C:15]#[N:16])=[C:4](S(C)=O)[N:3]=1.[N:20]1[CH:25]=[CH:24][CH:23]=[CH:22][C:21]=1[CH2:26][NH2:27], predict the reaction product. The product is: [NH2:1][C:2]1[N:7]=[C:6]([C:8]2[CH:13]=[CH:12][CH:11]=[C:10]([F:14])[CH:9]=2)[C:5]([C:15]#[N:16])=[C:4]([NH:27][CH2:26][C:21]2[CH:22]=[CH:23][CH:24]=[CH:25][N:20]=2)[N:3]=1. (7) Given the reactants [CH:1]([O:4][C:5](=[O:34])[CH2:6][CH2:7][CH2:8][CH2:9][CH2:10][O:11][C:12]1[C:13]([NH2:33])=[CH:14][C:15]2[N:19]=[C:18]([C:20]3[CH:25]=[CH:24][CH:23]=[CH:22][CH:21]=3)[N:17]([C:26]3[CH:31]=[CH:30][CH:29]=[CH:28][CH:27]=3)[C:16]=2[CH:32]=1)([CH3:3])[CH3:2].[C:35]1([CH2:41][S:42](Cl)(=[O:44])=[O:43])[CH:40]=[CH:39][CH:38]=[CH:37][CH:36]=1, predict the reaction product. The product is: [CH:1]([O:4][C:5](=[O:34])[CH2:6][CH2:7][CH2:8][CH2:9][CH2:10][O:11][C:12]1[C:13]([NH:33][S:42]([CH2:41][C:35]2[CH:40]=[CH:39][CH:38]=[CH:37][CH:36]=2)(=[O:44])=[O:43])=[CH:14][C:15]2[N:19]=[C:18]([C:20]3[CH:21]=[CH:22][CH:23]=[CH:24][CH:25]=3)[N:17]([C:26]3[CH:27]=[CH:28][CH:29]=[CH:30][CH:31]=3)[C:16]=2[CH:32]=1)([CH3:3])[CH3:2].